Dataset: Forward reaction prediction with 1.9M reactions from USPTO patents (1976-2016). Task: Predict the product of the given reaction. (1) Given the reactants [CH2:1]([O:3][C:4]([C:6]1([C:9]2[CH:14]=[CH:13][C:12]([C:15]3[CH:20]=[CH:19][C:18]([C:21]4[O:25][N:24]=[C:23]([CH3:26])[C:22]=4[CH2:27][CH2:28][C:29](O)=[O:30])=[CH:17][CH:16]=3)=[CH:11][CH:10]=2)[CH2:8][CH2:7]1)=[O:5])[CH3:2].C(N(CC)CC)C.ClC(OCC(C)C)=O.[BH4-].[Na+], predict the reaction product. The product is: [CH2:1]([O:3][C:4]([C:6]1([C:9]2[CH:10]=[CH:11][C:12]([C:15]3[CH:20]=[CH:19][C:18]([C:21]4[O:25][N:24]=[C:23]([CH3:26])[C:22]=4[CH2:27][CH2:28][CH2:29][OH:30])=[CH:17][CH:16]=3)=[CH:13][CH:14]=2)[CH2:8][CH2:7]1)=[O:5])[CH3:2]. (2) The product is: [CH3:39][N:38]([C:47]([C:48]1[CH:53]=[CH:52][CH:51]=[CH:50][CH:49]=1)=[O:54])[CH:35]1[CH2:36][CH2:37][N:32]([C:25]([O:27][C:28]([CH3:31])([CH3:30])[CH3:29])=[O:26])[CH2:33][CH2:34]1. Given the reactants CN(C(ON1N=NC2C=CC=NC1=2)=[N+](C)C)C.F[P-](F)(F)(F)(F)F.[C:25]([N:32]1[CH2:37][CH2:36][CH:35]([NH:38][CH3:39])[CH2:34][CH2:33]1)([O:27][C:28]([CH3:31])([CH3:30])[CH3:29])=[O:26].C(N(CC)CC)C.[C:47](O)(=[O:54])[C:48]1[CH:53]=[CH:52][CH:51]=[CH:50][CH:49]=1, predict the reaction product. (3) Given the reactants [CH:1]([N:4]1[C:9](=[O:10])[CH:8]=[CH:7][C:6]([C:11]2[CH:12]=[CH:13][C:14]([O:23][CH2:24][CH2:25][N:26]3C(=O)C4C(=CC=CC=4)C3=O)=[N:15][C:16]=2[C:17]2[CH:22]=[CH:21][CH:20]=[CH:19][CH:18]=2)=[N:5]1)([CH3:3])[CH3:2].O.NN.C([O-])(O)=O.[Na+], predict the reaction product. The product is: [NH2:26][CH2:25][CH2:24][O:23][C:14]1[N:15]=[C:16]([C:17]2[CH:22]=[CH:21][CH:20]=[CH:19][CH:18]=2)[C:11]([C:6]2[CH:7]=[CH:8][C:9](=[O:10])[N:4]([CH:1]([CH3:2])[CH3:3])[N:5]=2)=[CH:12][CH:13]=1. (4) Given the reactants [NH:1]1[CH2:5][CH2:4][CH2:3][C@@H:2]1[CH2:6][NH:7][C:8](=[O:14])[O:9][C:10]([CH3:13])([CH3:12])[CH3:11].C(N(CC)CC)C.Cl[C:23]([O:25][CH2:26][C:27]1[CH:32]=[CH:31][CH:30]=[CH:29][CH:28]=1)=[O:24].O, predict the reaction product. The product is: [CH3:12][C:10]([O:9][C:8]([NH:7][CH2:6][C@H:2]1[CH2:3][CH2:4][CH2:5][N:1]1[C:23]([O:25][CH2:26][C:27]1[CH:32]=[CH:31][CH:30]=[CH:29][CH:28]=1)=[O:24])=[O:14])([CH3:11])[CH3:13]. (5) Given the reactants [CH3:1][C:2]1([CH3:10])[O:7][C:6](=[O:8])[CH2:5][C:4](=[O:9])[O:3]1.N1C=CC=CC=1.[CH3:17][CH:18]([CH3:23])[CH2:19][C:20](Cl)=[O:21], predict the reaction product. The product is: [CH3:17][CH:18]([CH3:23])[CH2:19][C:20]([CH:5]1[C:6](=[O:8])[O:7][C:2]([CH3:10])([CH3:1])[O:3][C:4]1=[O:9])=[O:21]. (6) Given the reactants [CH2:1]([SH:5])[CH2:2][CH2:3][SH:4].[CH:6](=O)[CH:7]=[CH:8][CH:9]=[CH:10][CH3:11].OS(O)(=O)=O.[OH-].[K+], predict the reaction product. The product is: [CH:7](/[CH:6]1[S:5][CH2:1][CH2:2][CH2:3][S:4]1)=[CH:8]\[CH:9]=[CH:10]\[CH3:11].